From a dataset of Catalyst prediction with 721,799 reactions and 888 catalyst types from USPTO. Predict which catalyst facilitates the given reaction. (1) Reactant: [CH3:1][NH:2][C:3]1[CH:8]=[CH:7][CH:6]=[CH:5][N:4]=1.[CH3:9][O:10][C:11](=[O:20])[C:12]1[CH:17]=[CH:16][C:15]([CH:18]=O)=[CH:14][CH:13]=1.C([Sn](Cl)(Cl)CCCC)CCC.C1([SiH3])C=CC=CC=1. Product: [CH3:1][N:2]([CH2:18][C:15]1[CH:16]=[CH:17][C:12]([C:11]([O:10][CH3:9])=[O:20])=[CH:13][CH:14]=1)[C:3]1[CH:8]=[CH:7][CH:6]=[CH:5][N:4]=1. The catalyst class is: 1. (2) Reactant: F[C:2]1[CH:9]=[N:8][CH:7]=[CH:6][C:3]=1[CH:4]=[O:5].[Na+].[F:11][C:12]1[CH:17]=[CH:16][C:15]([S:18]([O-:20])=[O:19])=[CH:14][CH:13]=1. Product: [F:11][C:12]1[CH:17]=[CH:16][C:15]([S:18]([C:2]2[CH:9]=[N:8][CH:7]=[CH:6][C:3]=2[CH:4]=[O:5])(=[O:20])=[O:19])=[CH:14][CH:13]=1. The catalyst class is: 16. (3) Reactant: [CH3:1][C:2]1([CH3:15])[CH:10]2[CH:5]([C:6](=O)[CH2:7][CH2:8][CH2:9]2)[C:4]([CH3:13])([CH3:12])[CH:3]1[CH3:14].CC1(C)C2CCCC(=O)C=2C(C)(C)C1C.CC1(C)C2C(C(=O)C(=O)CC2)C(C)(C)C1C.[C:47]([NH2:50])(=[S:49])[CH3:48]. Product: [CH3:48][C:47]1[S:49][C:7]2[CH2:8][CH2:9][CH:10]3[CH:5]([C:4]([CH3:13])([CH3:12])[CH:3]([CH3:14])[C:2]3([CH3:15])[CH3:1])[C:6]=2[N:50]=1. The catalyst class is: 270. (4) Reactant: [C:1]([O:5][C:6]([N:8]1[CH2:15][C:14]([F:17])([F:16])[CH2:13][C@H:9]1[C:10](O)=[O:11])=[O:7])([CH3:4])([CH3:3])[CH3:2].CSC. Product: [C:1]([O:5][C:6]([N:8]1[CH2:15][C:14]([F:16])([F:17])[CH2:13][CH:9]1[CH2:10][OH:11])=[O:7])([CH3:4])([CH3:3])[CH3:2]. The catalyst class is: 1.